Dataset: Reaction yield outcomes from USPTO patents with 853,638 reactions. Task: Predict the reaction yield, written as a fraction of the theoretical maximum amount of product (1.0 means a 100% yield; for example, 0.34 means a 34% yield). The reactants are P(Cl)(Cl)(Cl)=O.[CH3:6][N:7]1[C:15]2[C:10](=[CH:11][CH:12]=[CH:13][CH:14]=2)[C:9]([CH3:16])=[CH:8]1.[OH-].[Na+].CN([CH:22]=[O:23])C. The catalyst is O. The product is [CH3:6][N:7]1[C:15]2[C:10](=[CH:11][CH:12]=[CH:13][CH:14]=2)[C:9]([CH3:16])=[C:8]1[CH:22]=[O:23]. The yield is 0.910.